From a dataset of Catalyst prediction with 721,799 reactions and 888 catalyst types from USPTO. Predict which catalyst facilitates the given reaction. (1) The catalyst class is: 33. Product: [OH:4][CH2:5][C:6]1[CH:11]=[CH:10][C:9]([Br:12])=[CH:8][N:7]=1. Reactant: C([O:4][CH2:5][C:6]1[CH:11]=[CH:10][C:9]([Br:12])=[CH:8][N:7]=1)(=O)C. (2) Reactant: [CH2:1]([N:3]([C:22]1[CH:27]=[CH:26][C:25]([C:28]([O:30][CH3:31])=[O:29])=[CH:24][CH:23]=1)[S:4]([C:7]1[CH:8]=[C:9]([CH:19]=[CH:20][CH:21]=1)[C:10]([O:12]CC[Si](C)(C)C)=[O:11])(=[O:6])=[O:5])[CH3:2].CCCC[N+](CCCC)(CCCC)CCCC.[F-].Cl. Product: [CH2:1]([N:3]([C:22]1[CH:23]=[CH:24][C:25]([C:28]([O:30][CH3:31])=[O:29])=[CH:26][CH:27]=1)[S:4]([C:7]1[CH:8]=[C:9]([CH:19]=[CH:20][CH:21]=1)[C:10]([OH:12])=[O:11])(=[O:6])=[O:5])[CH3:2]. The catalyst class is: 1. (3) Reactant: [N:1]1([CH2:6][CH2:7][O:8][CH2:9][CH:10]2[CH2:15][CH2:14][NH:13][CH2:12][CH2:11]2)[CH2:5][CH2:4][CH2:3][CH2:2]1.[Br:16][C:17]1[S:26][C:20]2[N:21]=[C:22](Cl)[N:23]=[CH:24][C:19]=2[C:18]=1[C:27]1[CH:32]=[CH:31][CH:30]=[CH:29][CH:28]=1.C(=O)([O-])[O-].[K+].[K+]. Product: [Br:16][C:17]1[S:26][C:20]2[N:21]=[C:22]([N:13]3[CH2:14][CH2:15][CH:10]([CH2:9][O:8][CH2:7][CH2:6][N:1]4[CH2:5][CH2:4][CH2:3][CH2:2]4)[CH2:11][CH2:12]3)[N:23]=[CH:24][C:19]=2[C:18]=1[C:27]1[CH:32]=[CH:31][CH:30]=[CH:29][CH:28]=1. The catalyst class is: 291.